This data is from Forward reaction prediction with 1.9M reactions from USPTO patents (1976-2016). The task is: Predict the product of the given reaction. Given the reactants Cl[Si](C)(C)C.Br[C:7]([F:14])([F:13])[C:8]([O:10][CH2:11][CH3:12])=[O:9].N1([CH2:24][NH:25][CH2:26][CH2:27][C:28]2[CH:33]=[CH:32][CH:31]=[CH:30][CH:29]=2)C2C=CC=CC=2N=N1, predict the reaction product. The product is: [CH2:11]([O:10][C:8](=[O:9])[C:7]([F:14])([F:13])[CH2:24][NH:25][CH2:26][CH2:27][C:28]1[CH:33]=[CH:32][CH:31]=[CH:30][CH:29]=1)[CH3:12].